Task: Predict the reaction yield, written as a fraction of the theoretical maximum amount of product (1.0 means a 100% yield; for example, 0.34 means a 34% yield).. Dataset: Reaction yield outcomes from USPTO patents with 853,638 reactions (1) The reactants are [F:1][C:2]([F:34])([F:33])[C:3]1[CH:4]=[C:5]([NH:13][NH:14][C:15](=[O:32])[CH:16]([N:23]2[CH2:28][CH2:27][N:26]3[CH2:29][CH2:30][CH2:31][C@@H:25]3[CH2:24]2)[C:17]2[CH:18]=[N:19][CH:20]=[CH:21][CH:22]=2)[CH:6]=[C:7]([C:9]([F:12])([F:11])[F:10])[CH:8]=1. The catalyst is CCO. The product is [F:34][C:2]([F:1])([F:33])[C:3]1[CH:4]=[C:5]([NH:13][NH:14][C:15](=[O:32])[C@H:16]([N:23]2[CH2:28][CH2:27][N:26]3[CH2:29][CH2:30][CH2:31][C@@H:25]3[CH2:24]2)[C:17]2[CH:18]=[N:19][CH:20]=[CH:21][CH:22]=2)[CH:6]=[C:7]([C:9]([F:10])([F:11])[F:12])[CH:8]=1. The yield is 0.420. (2) The reactants are [Cl:1][C:2]1[N:7]=[CH:6][N:5]=[C:4]([NH2:8])[CH:3]=1.[CH:9]1([O:14][C:15]2[CH:16]=[C:17]([CH:20]=[CH:21][C:22]=2[O:23][CH3:24])[CH:18]=O)[CH2:13][CH2:12][CH2:11][CH2:10]1.CC(O)=O. The catalyst is ClCCCl. The product is [Cl:1][C:2]1[N:7]=[CH:6][N:5]=[C:4]([NH:8][CH2:18][C:17]2[CH:20]=[CH:21][C:22]([O:23][CH3:24])=[C:15]([O:14][CH:9]3[CH2:13][CH2:12][CH2:11][CH2:10]3)[CH:16]=2)[CH:3]=1. The yield is 0.120. (3) The reactants are O=[C:2]1[CH2:7][CH2:6][CH:5]([C:8]([O:10][CH2:11][CH3:12])=[O:9])[CH2:4][CH2:3]1.[NH:13]1CCCC1.C(O[CH:21]=[CH:22][C:23](=O)[C:24]([F:27])([F:26])[F:25])C.C([O-])(=O)C.[NH4+]. The catalyst is O1CCOCC1.O.C1(C)C=CC=CC=1. The product is [F:25][C:24]([F:27])([F:26])[C:23]1[CH:22]=[CH:21][C:3]2[CH2:4][CH:5]([C:8]([O:10][CH2:11][CH3:12])=[O:9])[CH2:6][CH2:7][C:2]=2[N:13]=1. The yield is 0.270. (4) The yield is 0.870. The product is [C:1]([O:5][C:6]([N:8]1[CH2:9][CH2:10][CH:11]([C:14]2[CH:19]=[CH:18][C:17]([NH:20][C:45]([C:34]3[N:35]([CH2:37][O:38][CH2:39][CH2:40][Si:41]([CH3:44])([CH3:43])[CH3:42])[CH:36]=[C:32]([C:30]#[N:31])[N:33]=3)=[O:46])=[C:16]([C:21]3[CH2:26][CH2:25][C:24]([CH3:28])([CH3:27])[CH2:23][CH:22]=3)[N:15]=2)[CH2:12][CH2:13]1)=[O:7])([CH3:4])([CH3:2])[CH3:3]. The reactants are [C:1]([O:5][C:6]([N:8]1[CH2:13][CH2:12][CH:11]([C:14]2[CH:19]=[CH:18][C:17]([NH2:20])=[C:16]([C:21]3[CH2:26][CH2:25][C:24]([CH3:28])([CH3:27])[CH2:23][CH:22]=3)[N:15]=2)[CH2:10][CH2:9]1)=[O:7])([CH3:4])([CH3:3])[CH3:2].[K+].[C:30]([C:32]1[N:33]=[C:34]([C:45]([O-])=[O:46])[N:35]([CH2:37][O:38][CH2:39][CH2:40][Si:41]([CH3:44])([CH3:43])[CH3:42])[CH:36]=1)#[N:31].C1CN([P+](Br)(N2CCCC2)N2CCCC2)CC1.F[P-](F)(F)(F)(F)F.CCN(C(C)C)C(C)C. The catalyst is C(Cl)Cl. (5) The reactants are [NH2:1][N:2]1[CH:6]=[CH:5][C:4]([Br:7])=[C:3]1[C:8]([NH:10][C:11]1[CH:16]=[C:15]([F:17])[CH:14]=[C:13]([F:18])[CH:12]=1)=[O:9].[C:19]([O:23][C:24]([NH:26][C@@H:27]([CH2:31][CH3:32])[C:28](O)=[O:29])=[O:25])([CH3:22])([CH3:21])[CH3:20]. No catalyst specified. The product is [Br:7][C:4]1[CH:5]=[CH:6][N:2]([NH:1][C:28](=[O:29])[C@@H:27]([NH:26][C:24](=[O:25])[O:23][C:19]([CH3:21])([CH3:20])[CH3:22])[CH2:31][CH3:32])[C:3]=1[C:8](=[O:9])[NH:10][C:11]1[CH:16]=[C:15]([F:17])[CH:14]=[C:13]([F:18])[CH:12]=1. The yield is 0.140. (6) The reactants are [Cl:1][C:2]1[CH:7]=[CH:6][C:5]([CH2:8][Cl:9])=[CH:4][N:3]=1.ClC1C=C(C=CC=1)C(OO)=[O:15]. The catalyst is C(Cl)Cl. The product is [Cl:1][C:2]1[CH:7]=[CH:6][C:5]([CH2:8][Cl:9])=[CH:4][N+:3]=1[O-:15]. The yield is 0.900.